From a dataset of Forward reaction prediction with 1.9M reactions from USPTO patents (1976-2016). Predict the product of the given reaction. (1) Given the reactants [C:1]([O:5][C:6](=[O:18])[CH2:7][N:8]1[C:16]2[C:11](=[CH:12][CH:13]=[C:14]([OH:17])[CH:15]=2)[CH:10]=[CH:9]1)([CH3:4])([CH3:3])[CH3:2].[CH3:19][C:20]1[N:21]=[C:22]([C:28]2[CH:33]=[CH:32][C:31]([C:34]([F:37])([F:36])[F:35])=[CH:30][CH:29]=2)[S:23][C:24]=1[C@H:25](O)[CH3:26].C(P(CCCC)CCCC)CCC.CN(C)C(N=NC(N(C)C)=O)=O, predict the reaction product. The product is: [C:1]([O:5][C:6](=[O:18])[CH2:7][N:8]1[C:16]2[C:11](=[CH:12][CH:13]=[C:14]([O:17][C@@H:25]([C:24]3[S:23][C:22]([C:28]4[CH:29]=[CH:30][C:31]([C:34]([F:36])([F:37])[F:35])=[CH:32][CH:33]=4)=[N:21][C:20]=3[CH3:19])[CH3:26])[CH:15]=2)[CH:10]=[CH:9]1)([CH3:4])([CH3:2])[CH3:3]. (2) Given the reactants [C:1]([C:4]1[CH:5]=[C:6](B(O)O)[CH:7]=[CH:8][CH:9]=1)([OH:3])=[O:2].Br[C:14]1[CH:15]=[C:16]([CH:21]=[CH:22][CH:23]=1)[C:17]([O:19][CH3:20])=[O:18].C(=O)([O-])[O-].[Na+].[Na+], predict the reaction product. The product is: [CH3:20][O:19][C:17]([C:16]1[CH:15]=[C:14]([C:8]2[CH:7]=[CH:6][CH:5]=[C:4]([C:1]([OH:3])=[O:2])[CH:9]=2)[CH:23]=[CH:22][CH:21]=1)=[O:18]. (3) Given the reactants [F:1][C:2]1[CH:3]=[C:4]([C@H:10]2[CH2:14][O:13]C(C)(C)[N:11]2C(OC(C)(C)C)=O)[CH:5]=[C:6]([S:8][CH3:9])[CH:7]=1, predict the reaction product. The product is: [NH2:11][C@@H:10]([C:4]1[CH:5]=[C:6]([S:8][CH3:9])[CH:7]=[C:2]([F:1])[CH:3]=1)[CH2:14][OH:13].